This data is from NCI-60 drug combinations with 297,098 pairs across 59 cell lines. The task is: Regression. Given two drug SMILES strings and cell line genomic features, predict the synergy score measuring deviation from expected non-interaction effect. (1) Drug 1: C1CCC(C1)C(CC#N)N2C=C(C=N2)C3=C4C=CNC4=NC=N3. Drug 2: CNC(=O)C1=CC=CC=C1SC2=CC3=C(C=C2)C(=NN3)C=CC4=CC=CC=N4. Cell line: NCI-H322M. Synergy scores: CSS=3.91, Synergy_ZIP=-0.0114, Synergy_Bliss=2.60, Synergy_Loewe=0.990, Synergy_HSA=1.13. (2) Drug 1: CC1CCC2CC(C(=CC=CC=CC(CC(C(=O)C(C(C(=CC(C(=O)CC(OC(=O)C3CCCCN3C(=O)C(=O)C1(O2)O)C(C)CC4CCC(C(C4)OC)O)C)C)O)OC)C)C)C)OC. Drug 2: CC1=C2C(C(=O)C3(C(CC4C(C3C(C(C2(C)C)(CC1OC(=O)C(C(C5=CC=CC=C5)NC(=O)C6=CC=CC=C6)O)O)OC(=O)C7=CC=CC=C7)(CO4)OC(=O)C)O)C)OC(=O)C. Cell line: NCI-H322M. Synergy scores: CSS=8.65, Synergy_ZIP=6.21, Synergy_Bliss=2.96, Synergy_Loewe=-2.26, Synergy_HSA=-1.17.